From a dataset of NCI-60 drug combinations with 297,098 pairs across 59 cell lines. Regression. Given two drug SMILES strings and cell line genomic features, predict the synergy score measuring deviation from expected non-interaction effect. (1) Drug 1: C1=C(C(=O)NC(=O)N1)F. Drug 2: C1=CC(=CC=C1C#N)C(C2=CC=C(C=C2)C#N)N3C=NC=N3. Cell line: RPMI-8226. Synergy scores: CSS=65.6, Synergy_ZIP=-10.1, Synergy_Bliss=-23.7, Synergy_Loewe=-26.1, Synergy_HSA=-24.7. (2) Drug 1: CNC(=O)C1=CC=CC=C1SC2=CC3=C(C=C2)C(=NN3)C=CC4=CC=CC=N4. Drug 2: C1=NNC2=C1C(=O)NC=N2. Cell line: BT-549. Synergy scores: CSS=1.58, Synergy_ZIP=1.78, Synergy_Bliss=4.10, Synergy_Loewe=0.707, Synergy_HSA=0.989. (3) Drug 1: C1=CC(=C2C(=C1NCCNCCO)C(=O)C3=C(C=CC(=C3C2=O)O)O)NCCNCCO. Drug 2: COC1=NC(=NC2=C1N=CN2C3C(C(C(O3)CO)O)O)N. Cell line: SK-OV-3. Synergy scores: CSS=45.5, Synergy_ZIP=4.14, Synergy_Bliss=3.84, Synergy_Loewe=-68.6, Synergy_HSA=0.608. (4) Drug 1: CC1C(C(CC(O1)OC2CC(OC(C2O)C)OC3=CC4=CC5=C(C(=O)C(C(C5)C(C(=O)C(C(C)O)O)OC)OC6CC(C(C(O6)C)O)OC7CC(C(C(O7)C)O)OC8CC(C(C(O8)C)O)(C)O)C(=C4C(=C3C)O)O)O)O. Drug 2: CCN(CC)CCCC(C)NC1=C2C=C(C=CC2=NC3=C1C=CC(=C3)Cl)OC. Cell line: ACHN. Synergy scores: CSS=21.7, Synergy_ZIP=-0.323, Synergy_Bliss=0.591, Synergy_Loewe=-11.1, Synergy_HSA=0.623. (5) Drug 1: CCC1(CC2CC(C3=C(CCN(C2)C1)C4=CC=CC=C4N3)(C5=C(C=C6C(=C5)C78CCN9C7C(C=CC9)(C(C(C8N6C)(C(=O)OC)O)OC(=O)C)CC)OC)C(=O)OC)O.OS(=O)(=O)O. Drug 2: COCCOC1=C(C=C2C(=C1)C(=NC=N2)NC3=CC=CC(=C3)C#C)OCCOC.Cl. Cell line: CCRF-CEM. Synergy scores: CSS=-8.70, Synergy_ZIP=5.73, Synergy_Bliss=1.83, Synergy_Loewe=-6.70, Synergy_HSA=-6.71. (6) Drug 1: CC1=CC=C(C=C1)C2=CC(=NN2C3=CC=C(C=C3)S(=O)(=O)N)C(F)(F)F. Drug 2: CCCCCOC(=O)NC1=NC(=O)N(C=C1F)C2C(C(C(O2)C)O)O. Cell line: KM12. Synergy scores: CSS=-3.08, Synergy_ZIP=6.52, Synergy_Bliss=6.70, Synergy_Loewe=2.51, Synergy_HSA=-1.20. (7) Drug 1: COC1=NC(=NC2=C1N=CN2C3C(C(C(O3)CO)O)O)N. Drug 2: C1CC(=O)NC(=O)C1N2C(=O)C3=CC=CC=C3C2=O. Cell line: UACC62. Synergy scores: CSS=1.03, Synergy_ZIP=0.0188, Synergy_Bliss=1.38, Synergy_Loewe=2.82, Synergy_HSA=0.611. (8) Drug 1: CC(CN1CC(=O)NC(=O)C1)N2CC(=O)NC(=O)C2. Drug 2: CN1C2=C(C=C(C=C2)N(CCCl)CCCl)N=C1CCCC(=O)O.Cl. Cell line: HCT-15. Synergy scores: CSS=35.3, Synergy_ZIP=-3.74, Synergy_Bliss=3.85, Synergy_Loewe=-6.29, Synergy_HSA=2.43. (9) Drug 1: CN(CC1=CN=C2C(=N1)C(=NC(=N2)N)N)C3=CC=C(C=C3)C(=O)NC(CCC(=O)O)C(=O)O. Drug 2: C(CC(=O)O)C(=O)CN.Cl. Cell line: U251. Synergy scores: CSS=55.8, Synergy_ZIP=-2.45, Synergy_Bliss=-4.12, Synergy_Loewe=-53.8, Synergy_HSA=-1.45.